The task is: Predict which catalyst facilitates the given reaction.. This data is from Catalyst prediction with 721,799 reactions and 888 catalyst types from USPTO. Reactant: [CH3:1][C:2]1[C:7]([N+:8]([O-:10])=[O:9])=[CH:6][C:5]([CH3:11])=[CH:4][C:3]=1[N+:12]([O-])=O. Product: [CH3:1][C:2]1[C:7]([N+:8]([O-:10])=[O:9])=[CH:6][C:5]([CH3:11])=[CH:4][C:3]=1[NH2:12]. The catalyst class is: 409.